This data is from CYP2D6 substrate classification data from Carbon-Mangels et al.. The task is: Regression/Classification. Given a drug SMILES string, predict its absorption, distribution, metabolism, or excretion properties. Task type varies by dataset: regression for continuous measurements (e.g., permeability, clearance, half-life) or binary classification for categorical outcomes (e.g., BBB penetration, CYP inhibition). Dataset: cyp2d6_substrate_carbonmangels. The molecule is CC(C)c1nc(COC(N)=O)n(Cc2ccncc2)c1Sc1cc(Cl)cc(Cl)c1. The result is 0 (non-substrate).